From a dataset of Full USPTO retrosynthesis dataset with 1.9M reactions from patents (1976-2016). Predict the reactants needed to synthesize the given product. (1) Given the product [Br:10][C:9]1[CH:8]=[C:7]([Br:11])[CH:6]=[C:5]2[C:4]=1[C:3](=[O:23])[C:14]([CH3:15])([C:16]1[CH:17]=[CH:18][CH:19]=[CH:20][CH:21]=1)[C:13](=[O:22])[NH:12]2, predict the reactants needed to synthesize it. The reactants are: CO[C:3](=[O:23])[C:4]1[C:9]([Br:10])=[CH:8][C:7]([Br:11])=[CH:6][C:5]=1[NH:12][C:13](=[O:22])[CH:14]([C:16]1[CH:21]=[CH:20][CH:19]=[CH:18][CH:17]=1)[CH3:15].[Li+].C[Si]([N-][Si](C)(C)C)(C)C. (2) Given the product [Br:1][C:2]1[CH:17]=[CH:16][C:5]([CH2:6][C:7]2[C:12]([CH2:13][CH3:14])=[N:18][NH:19][C:8]=2[CH2:9][CH3:10])=[CH:4][CH:3]=1, predict the reactants needed to synthesize it. The reactants are: [Br:1][C:2]1[CH:17]=[CH:16][C:5]([CH2:6][CH:7]([C:12](=O)[CH2:13][CH3:14])[C:8](=O)[CH2:9][CH3:10])=[CH:4][CH:3]=1.[NH2:18][NH2:19].